Dataset: Reaction yield outcomes from USPTO patents with 853,638 reactions. Task: Predict the reaction yield, written as a fraction of the theoretical maximum amount of product (1.0 means a 100% yield; for example, 0.34 means a 34% yield). (1) The reactants are [CH2:1]([O:8][C:9]1[CH:18]=[CH:17][C:12]2[C:13](=O)[CH2:14][O:15][C:11]=2[CH:10]=1)[C:2]1[CH:7]=[CH:6][CH:5]=[CH:4][CH:3]=1.[H-].[Na+].I[CH3:22].CN([CH:26]=[O:27])C. No catalyst specified. The product is [CH2:1]([O:8][C:9]1[CH:18]=[CH:17][C:12]2[C:26](=[O:27])[C:14]([CH3:13])([CH3:22])[O:15][C:11]=2[CH:10]=1)[C:2]1[CH:3]=[CH:4][CH:5]=[CH:6][CH:7]=1. The yield is 0.470. (2) The reactants are [NH2:1][C:2](=S)[CH2:3][CH2:4][C:5]1[CH:6]=[C:7]([C:15]2[N:16]=[C:17]([CH2:20][N:21]3[CH:25]=[C:24]([C:26]([O:28]CC)=[O:27])[CH:23]=[N:22]3)[S:18][CH:19]=2)[CH:8]=[C:9]([C:11]([F:14])([F:13])[F:12])[CH:10]=1.IC.[C:34]([NH:37][NH2:38])(=O)[CH3:35].[OH-].[Na+]. The catalyst is CC(C)=O.C(O)C.O.C(O)C.O1CCCC1. The product is [CH3:35][C:34]1[NH:1][C:2]([CH2:3][CH2:4][C:5]2[CH:6]=[C:7]([C:15]3[N:16]=[C:17]([CH2:20][N:21]4[CH:25]=[C:24]([C:26]([OH:28])=[O:27])[CH:23]=[N:22]4)[S:18][CH:19]=3)[CH:8]=[C:9]([C:11]([F:12])([F:13])[F:14])[CH:10]=2)=[N:38][N:37]=1. The yield is 0.00700.